This data is from Forward reaction prediction with 1.9M reactions from USPTO patents (1976-2016). The task is: Predict the product of the given reaction. (1) The product is: [CH2:16]([NH:15][CH2:14][CH2:13][C:10]1[CH:11]=[CH:12][C:7]([CH2:6][N:1]2[CH2:5][CH2:4][CH2:3][CH2:2]2)=[CH:8][CH:9]=1)[CH:17]([CH3:19])[CH3:18]. Given the reactants [N:1]1([CH2:6][C:7]2[CH:12]=[CH:11][C:10]([CH2:13][CH2:14][NH2:15])=[CH:9][CH:8]=2)[CH2:5][CH2:4][CH2:3][CH2:2]1.[CH:16](=O)[CH:17]([CH3:19])[CH3:18].[BH-](OC(C)=O)(OC(C)=O)OC(C)=O.[Na+].C([O-])(O)=O.[Na+], predict the reaction product. (2) Given the reactants [NH2:1][N:2]1[C:7](=[O:8])[C:6]([C:9]2[NH:14][C:13]3[CH:15]=[CH:16][CH:17]=[CH:18][C:12]=3[S:11](=[O:20])(=[O:19])[N:10]=2)=[C:5]([OH:21])[C:4]2[S:22][CH:23]=[CH:24][C:3]1=2.[CH3:25][C:26]1[CH:33]=[CH:32][C:29]([CH:30]=O)=[CH:28][CH:27]=1, predict the reaction product. The product is: [O:19]=[S:11]1(=[O:20])[C:12]2[CH:18]=[CH:17][CH:16]=[CH:15][C:13]=2[NH:14][C:9]([C:6]2[C:7](=[O:8])[N:2]([N:1]=[CH:25][C:26]3[CH:33]=[CH:32][C:29]([CH3:30])=[CH:28][CH:27]=3)[C:3]3[CH:24]=[CH:23][S:22][C:4]=3[C:5]=2[OH:21])=[N:10]1. (3) The product is: [Br:34][C:35]1[CH:43]=[CH:42][C:38]([C:39]([NH:50][CH:44]2[CH2:49][CH2:48][CH2:47][CH2:46][CH2:45]2)=[O:41])=[CH:37][N:36]=1. Given the reactants CCN(C(C)C)C(C)C.CN(C(ON1N=NC2C=CC=NC1=2)=[N+](C)C)C.F[P-](F)(F)(F)(F)F.[Br:34][C:35]1[CH:43]=[CH:42][C:38]([C:39]([OH:41])=O)=[CH:37][N:36]=1.[CH:44]1([NH2:50])[CH2:49][CH2:48][CH2:47][CH2:46][CH2:45]1, predict the reaction product. (4) Given the reactants [OH-].[Na+].C([O:5][C:6]([CH:8]1[CH2:13][CH2:12][N:11]([C:14]([NH:16][C:17]2[CH:18]=[CH:19][C:20]3[N:21]([CH:31]([CH3:33])[CH3:32])[C:22]4[C:27]([C:28]=3[C:29]=2[CH3:30])=[CH:26][CH:25]=[CH:24][CH:23]=4)=[O:15])[CH2:10][CH2:9]1)=[O:7])C.Cl, predict the reaction product. The product is: [C:6]([CH:8]1[CH2:13][CH2:12][N:11]([C:14]([NH:16][C:17]2[CH:18]=[CH:19][C:20]3[N:21]([CH:31]([CH3:33])[CH3:32])[C:22]4[C:27]([C:28]=3[C:29]=2[CH3:30])=[CH:26][CH:25]=[CH:24][CH:23]=4)=[O:15])[CH2:10][CH2:9]1)([OH:7])=[O:5]. (5) The product is: [CH2:26]([O:25][C:23]([NH:2][C@H:3]([C:11]([O:13][CH3:14])=[O:12])[CH2:4][C:5]1[CH:10]=[CH:9][CH:8]=[CH:7][CH:6]=1)=[O:24])[CH3:27]. Given the reactants Cl.[NH2:2][C@H:3]([C:11]([O:13][CH3:14])=[O:12])[CH2:4][C:5]1[CH:10]=[CH:9][CH:8]=[CH:7][CH:6]=1.C(N(CC)CC)C.Cl[C:23]([O:25][CH2:26][CH3:27])=[O:24], predict the reaction product. (6) Given the reactants [NH:1]1[CH:6]=[CH:5][C:4](=O)[NH:3][C:2]1=[O:8].[CH3:9][C@:10]1([O:43]C(C2C=CC=CC=2)=O)[C@H:14](OC(C2C=CC=CC=2)=O)[O:13][C@H:12]([CH2:24][O:25]C(C2C=CC=CC=2)=O)[C@H:11]1[O:34]C(C1C=CC=CC=1)=O.[Si](OS(C(F)(F)F)(=O)=O)(C)(C)[CH3:53].[C:64](#[N:66])[CH3:65], predict the reaction product. The product is: [CH:64]1([NH:66][C:4]2[CH:5]=[CH:6][N:1]([CH:14]3[C:10]([OH:43])([CH3:9])[CH:11]([OH:34])[CH:12]([CH2:24][OH:25])[O:13]3)[C:2](=[O:8])[N:3]=2)[CH2:53][CH2:65]1.